The task is: Binary Classification. Given a drug SMILES string, predict its activity (active/inactive) in a high-throughput screening assay against a specified biological target.. This data is from HIV replication inhibition screening data with 41,000+ compounds from the AIDS Antiviral Screen. (1) The drug is CCN(CC)c1ccc(C(=C2C=CC(=[N+](CC)CC)C=C2)c2ccc(S(=O)(=O)O)cc2S(=O)(=O)[O-])cc1.[NaH]. The result is 0 (inactive). (2) The molecule is CCC(C#N)N(Cc1cccc(CN(C(C)=O)C(C#N)CC)c1)C(C)=O. The result is 0 (inactive).